This data is from Full USPTO retrosynthesis dataset with 1.9M reactions from patents (1976-2016). The task is: Predict the reactants needed to synthesize the given product. Given the product [Cl:53][C:54]1[CH:61]=[CH:60][C:57]([CH2:58][NH:59][C:17]([C:5]2[C:6]([CH3:16])=[N:7][C:8]([N:10]3[CH2:11][CH2:12][O:13][CH2:14][CH2:15]3)=[CH:9][C:4]=2[S:3][CH2:1][CH3:2])=[O:19])=[CH:56][CH:55]=1, predict the reactants needed to synthesize it. The reactants are: [CH2:1]([S:3][C:4]1[CH:9]=[C:8]([N:10]2[CH2:15][CH2:14][O:13][CH2:12][CH2:11]2)[N:7]=[C:6]([CH3:16])[C:5]=1[C:17]([OH:19])=O)[CH3:2].F[P-](F)(F)(F)(F)F.N1(OC(N(C)C)=[N+](C)C)C2N=CC=CC=2N=N1.C(N(C(C)C)CC)(C)C.[Cl:53][C:54]1[CH:61]=[CH:60][C:57]([CH2:58][NH2:59])=[CH:56][CH:55]=1.